Predict the product of the given reaction. From a dataset of Forward reaction prediction with 1.9M reactions from USPTO patents (1976-2016). Given the reactants Cl[CH2:2][C:3]1[CH:27]=[CH:26][C:6]([C:7]([NH:9][C:10]2[N:25]=[C:13]3[CH:14]=[CH:15][CH:16]=[C:17]([NH:18][CH:19]4[CH2:24][CH2:23][CH2:22][CH2:21][CH2:20]4)[N:12]3[N:11]=2)=[O:8])=[CH:5][CH:4]=1.[CH3:28][O:29][CH2:30][CH2:31][NH:32][CH3:33], predict the reaction product. The product is: [CH:19]1([NH:18][C:17]2[N:12]3[N:11]=[C:10]([NH:9][C:7](=[O:8])[C:6]4[CH:26]=[CH:27][C:3]([CH2:2][N:32]([CH2:31][CH2:30][O:29][CH3:28])[CH3:33])=[CH:4][CH:5]=4)[N:25]=[C:13]3[CH:14]=[CH:15][CH:16]=2)[CH2:20][CH2:21][CH2:22][CH2:23][CH2:24]1.